From a dataset of TCR-epitope binding with 47,182 pairs between 192 epitopes and 23,139 TCRs. Binary Classification. Given a T-cell receptor sequence (or CDR3 region) and an epitope sequence, predict whether binding occurs between them. (1) The epitope is KLGGALQAK. The TCR CDR3 sequence is CASSLTQGWYNEQFF. Result: 1 (the TCR binds to the epitope). (2) The epitope is ISPRTLNAW. The TCR CDR3 sequence is CASSDGGGGSEAFF. Result: 0 (the TCR does not bind to the epitope). (3) The TCR CDR3 sequence is CASTGGDYGYTF. The epitope is KAFSPEVIPMF. Result: 1 (the TCR binds to the epitope). (4) The epitope is SLYNTVATL. The TCR CDR3 sequence is CSAPVLPQETQYF. Result: 1 (the TCR binds to the epitope). (5) The epitope is DATYQRTRALVR. The TCR CDR3 sequence is CASSFPGGYGYTF. Result: 0 (the TCR does not bind to the epitope). (6) The epitope is GTSGSPIVNR. The TCR CDR3 sequence is CASSQEVLITSGVNEQFF. Result: 0 (the TCR does not bind to the epitope). (7) The epitope is FLASKIGRLV. The TCR CDR3 sequence is CASSPPGLAAYNEQFF. Result: 0 (the TCR does not bind to the epitope). (8) The epitope is LPAADLDDF. The TCR CDR3 sequence is CASSPQGPGTGELFF. Result: 0 (the TCR does not bind to the epitope).